This data is from Full USPTO retrosynthesis dataset with 1.9M reactions from patents (1976-2016). The task is: Predict the reactants needed to synthesize the given product. Given the product [CH3:1][O:2][C:3](=[O:14])[C:4]1[C:5](=[CH:7][C:8]([N+:11]([O-:13])=[O:12])=[C:9]([Cl:18])[CH:10]=1)[NH2:6], predict the reactants needed to synthesize it. The reactants are: [CH3:1][O:2][C:3](=[O:14])[C:4]1[C:5](=[CH:7][C:8]([N+:11]([O-:13])=[O:12])=[CH:9][CH:10]=1)[NH2:6].S(Cl)([Cl:18])(=O)=O.